This data is from Catalyst prediction with 721,799 reactions and 888 catalyst types from USPTO. The task is: Predict which catalyst facilitates the given reaction. (1) Reactant: [C:1]([C:5]1[C:6]([OH:19])=[C:7]([CH:12]=[C:13](C(C)(C)C)[CH:14]=1)[C:8]([O:10][CH3:11])=[O:9])([CH3:4])([CH3:3])[CH3:2].[N+:20]([O-])([OH:22])=[O:21].O. Product: [C:1]([C:5]1[C:6]([OH:19])=[C:7]([CH:12]=[C:13]([N+:20]([O-:22])=[O:21])[CH:14]=1)[C:8]([O:10][CH3:11])=[O:9])([CH3:4])([CH3:3])[CH3:2]. The catalyst class is: 15. (2) Reactant: [CH2:1]([O:11][CH2:12][C:13]([CH2:26][O:27][CH2:28][CH2:29][CH2:30][CH2:31][CH2:32][CH2:33][CH2:34][CH2:35][CH2:36][CH3:37])([CH2:20][C:21]([N:23]([CH3:25])[CH3:24])=O)[CH2:14][C:15]([N:17]([CH3:19])[CH3:18])=O)[CH2:2][CH2:3][CH2:4][CH2:5][CH2:6][CH2:7][CH2:8][CH2:9][CH3:10].[H-].[H-].[H-].[H-].[Li+].[Al+3]. Product: [CH2:28]([O:27][CH2:26][C:13]([CH2:12][O:11][CH2:1][CH2:2][CH2:3][CH2:4][CH2:5][CH2:6][CH2:7][CH2:8][CH2:9][CH3:10])([CH2:20][CH2:21][N:23]([CH3:24])[CH3:25])[CH2:14][CH2:15][N:17]([CH3:19])[CH3:18])[CH2:29][CH2:30][CH2:31][CH2:32][CH2:33][CH2:34][CH2:35][CH2:36][CH3:37]. The catalyst class is: 1.